This data is from Full USPTO retrosynthesis dataset with 1.9M reactions from patents (1976-2016). The task is: Predict the reactants needed to synthesize the given product. (1) Given the product [CH2:16]([C@H:15]([N:23]([CH2:24][C:25]1[CH:26]=[CH:27][C:28]([CH2:31][CH2:32][CH2:33][CH2:34][CH3:35])=[CH:29][CH:30]=1)[C:43](=[O:44])[CH:42]=[CH:41][C:40]1[CH:46]=[CH:47][CH:48]=[CH:49][C:39]=1[C:38]([F:50])([F:51])[F:37])[C:14]([N:11]1[CH2:10][CH2:9][N:8]([CH2:1][C:2]2[CH:7]=[CH:6][CH:5]=[CH:4][CH:3]=2)[CH2:13][CH2:12]1)=[O:36])[C:17]1[CH:22]=[CH:21][CH:20]=[CH:19][CH:18]=1, predict the reactants needed to synthesize it. The reactants are: [CH2:1]([N:8]1[CH2:13][CH2:12][N:11]([C:14](=[O:36])[C@@H:15]([NH:23][CH2:24][C:25]2[CH:30]=[CH:29][C:28]([CH2:31][CH2:32][CH2:33][CH2:34][CH3:35])=[CH:27][CH:26]=2)[CH2:16][C:17]2[CH:22]=[CH:21][CH:20]=[CH:19][CH:18]=2)[CH2:10][CH2:9]1)[C:2]1[CH:7]=[CH:6][CH:5]=[CH:4][CH:3]=1.[F:37][C:38]([F:51])([F:50])[C:39]1[CH:49]=[CH:48][CH:47]=[CH:46][C:40]=1/[CH:41]=[CH:42]/[C:43](O)=[O:44]. (2) Given the product [Br:1][C:2]1[CH:7]=[CH:6][C:5]([CH:8]2[CH2:13][CH2:12][CH:11]([CH2:14][CH2:15][CH3:16])[CH2:10][CH2:9]2)=[C:4]([F:17])[CH:3]=1, predict the reactants needed to synthesize it. The reactants are: [Br:1][C:2]1[CH:7]=[CH:6][C:5]([C:8]2[CH2:9][CH2:10][CH:11]([CH2:14][CH2:15][CH3:16])[CH2:12][CH:13]=2)=[C:4]([F:17])[CH:3]=1.C1(C)C=CC=CC=1. (3) Given the product [C:16]([NH:1][C:2]1[C:15]2[C:6](=[CH:7][C:8]3[C:13]([CH:14]=2)=[CH:12][CH:11]=[CH:10][CH:9]=3)[CH:5]=[CH:4][CH:3]=1)(=[O:20])[C:17]([CH3:19])=[CH2:18], predict the reactants needed to synthesize it. The reactants are: [NH2:1][C:2]1[C:15]2[C:6](=[CH:7][C:8]3[C:13]([CH:14]=2)=[CH:12][CH:11]=[CH:10][CH:9]=3)[CH:5]=[CH:4][CH:3]=1.[C:16](O[C:16](=[O:20])[C:17]([CH3:19])=[CH2:18])(=[O:20])[C:17]([CH3:19])=[CH2:18]. (4) Given the product [Cl:18][C:6]1[C:7]2[C:12](=[CH:11][CH:10]=[C:9]([O:13][CH3:14])[CH:8]=2)[C:3]([CH2:1][CH3:2])=[N:4][N:5]=1, predict the reactants needed to synthesize it. The reactants are: [CH2:1]([C:3]1[C:12]2[C:7](=[CH:8][C:9]([O:13][CH3:14])=[CH:10][CH:11]=2)[C:6](=O)[NH:5][N:4]=1)[CH3:2].P(Cl)(Cl)([Cl:18])=O.